The task is: Predict the product of the given reaction.. This data is from Forward reaction prediction with 1.9M reactions from USPTO patents (1976-2016). Given the reactants C([O:3][C:4](=[O:32])[CH2:5][N:6]1[C:12](=[O:13])[N:11]([CH2:14][C:15]([CH:17]2[CH2:21][CH2:20][CH2:19][CH2:18]2)=[O:16])[C:10]2[CH:22]=[CH:23][CH:24]=[CH:25][C:9]=2[C:8]([CH:26]2[CH2:31][CH2:30][CH2:29][CH2:28][CH2:27]2)=[N:7]1)C.[OH-].[Na+].[OH-].[K+], predict the reaction product. The product is: [CH:26]1([C:8]2[C:9]3[CH:25]=[CH:24][CH:23]=[CH:22][C:10]=3[N:11]([CH2:14][C:15]([CH:17]3[CH2:18][CH2:19][CH2:20][CH2:21]3)=[O:16])[C:12](=[O:13])[N:6]([CH2:5][C:4]([OH:32])=[O:3])[N:7]=2)[CH2:27][CH2:28][CH2:29][CH2:30][CH2:31]1.